This data is from Forward reaction prediction with 1.9M reactions from USPTO patents (1976-2016). The task is: Predict the product of the given reaction. Given the reactants [CH3:1][S:2]([C:5]1[CH:10]=[CH:9][C:8]([CH:11]([CH2:15][CH:16]2[CH2:21][CH2:20][CH2:19][CH2:18][O:17]2)[C:12](O)=[O:13])=[CH:7][C:6]=1[C:22]([F:25])([F:24])[F:23])(=[O:4])=[O:3].C(Cl)(=O)C(Cl)=O.[NH2:32][C:33]1[CH:38]=[N:37][CH:36]=[CH:35][N:34]=1.N1C(C)=CC=CC=1C, predict the reaction product. The product is: [CH3:1][S:2]([C:5]1[CH:10]=[CH:9][C:8]([CH:11]([CH2:15][CH:16]2[CH2:21][CH2:20][CH2:19][CH2:18][O:17]2)[C:12]([NH:32][C:33]2[CH:38]=[N:37][CH:36]=[CH:35][N:34]=2)=[O:13])=[CH:7][C:6]=1[C:22]([F:23])([F:25])[F:24])(=[O:3])=[O:4].